From a dataset of Catalyst prediction with 721,799 reactions and 888 catalyst types from USPTO. Predict which catalyst facilitates the given reaction. (1) Reactant: CB1OB(C)OB(C)O1.[CH2:10]([O:12][C:13]([C:15]1[CH:20]=[CH:19][C:18]([C:21]([F:24])([F:23])[F:22])=[C:17](Cl)[N:16]=1)=[O:14])[CH3:11].[C:26](=O)([O-])[O-].[K+].[K+].Cl. Product: [CH2:10]([O:12][C:13]([C:15]1[CH:20]=[CH:19][C:18]([C:21]([F:24])([F:23])[F:22])=[C:17]([CH3:26])[N:16]=1)=[O:14])[CH3:11]. The catalyst class is: 77. (2) Reactant: Br[C:2]1[CH:11]=[C:10]2[C:5]([CH:6]=[CH:7][N:8]([CH2:13][CH2:14][OH:15])[C:9]2=[O:12])=[CH:4][CH:3]=1.[N:16]1([C:22]([O:24][C:25]([CH3:28])([CH3:27])[CH3:26])=[O:23])[CH2:21][CH2:20][NH:19][CH2:18][CH2:17]1.COC1C=CC=C(OC)C=1C1C=CC=CC=1P(C1CCCCC1)C1CCCCC1.CC([O-])(C)C.[K+]. Product: [C:25]([O:24][C:22]([N:16]1[CH2:21][CH2:20][N:19]([C:2]2[CH:11]=[C:10]3[C:5]([CH:6]=[CH:7][N:8]([CH2:13][CH2:14][OH:15])[C:9]3=[O:12])=[CH:4][CH:3]=2)[CH2:18][CH2:17]1)=[O:23])([CH3:28])([CH3:26])[CH3:27]. The catalyst class is: 101. (3) The catalyst class is: 11. Reactant: [CH3:1][C:2]1[CH:7]=[CH:6][CH:5]=[C:4]([CH3:8])[C:3]=1[N:9]=[C:10]([C:12]1[N:17]=[C:16]([C:18](=O)[CH3:19])[CH:15]=[CH:14][CH:13]=1)[CH3:11].[CH2:21]([C:25]1[CH:30]=[CH:29][CH:28]=[CH:27][C:26]=1[NH2:31])[CH2:22][CH2:23][CH3:24]. Product: [CH2:21]([C:25]1[CH:30]=[CH:29][CH:28]=[CH:27][C:26]=1[N:31]=[C:18]([C:16]1[N:17]=[C:12]([C:10](=[N:9][C:3]2[C:2]([CH3:1])=[CH:7][CH:6]=[CH:5][C:4]=2[CH3:8])[CH3:11])[CH:13]=[CH:14][CH:15]=1)[CH3:19])[CH2:22][CH2:23][CH3:24].